Dataset: Forward reaction prediction with 1.9M reactions from USPTO patents (1976-2016). Task: Predict the product of the given reaction. (1) Given the reactants [NH2:1][C:2]1[N:7]=[CH:6][N:5]=[C:4]2[N:8]([C@@H:23]3[CH2:27][N:26]([C:28]([O:30][C:31]([CH3:34])([CH3:33])[CH3:32])=[O:29])[C@H:25]([CH2:35][O:36][Si](C(C)(C)C)(C4C=CC=CC=4)C4C=CC=CC=4)[CH2:24]3)[N:9]=[C:10]([C:11]#[C:12][C:13]3[CH:18]=[C:17]([O:19][CH3:20])[CH:16]=[C:15]([O:21][CH3:22])[CH:14]=3)[C:3]=12.[F-].C([N+](CCCC)(CCCC)CCCC)CCC, predict the reaction product. The product is: [NH2:1][C:2]1[N:7]=[CH:6][N:5]=[C:4]2[N:8]([C@@H:23]3[CH2:27][N:26]([C:28]([O:30][C:31]([CH3:32])([CH3:33])[CH3:34])=[O:29])[C@H:25]([CH2:35][OH:36])[CH2:24]3)[N:9]=[C:10]([C:11]#[C:12][C:13]3[CH:14]=[C:15]([O:21][CH3:22])[CH:16]=[C:17]([O:19][CH3:20])[CH:18]=3)[C:3]=12. (2) The product is: [Br:10][C:11]1[S:15][C:14]([C:16]([NH:9][CH2:8][CH2:7][C:4]2[CH:5]=[CH:6][CH:1]=[CH:2][CH:3]=2)=[O:17])=[CH:13][CH:12]=1. Given the reactants [CH:1]1[CH:6]=[CH:5][C:4]([CH2:7][CH2:8][NH2:9])=[CH:3][CH:2]=1.[Br:10][C:11]1[S:15][C:14]([C:16](Cl)=[O:17])=[CH:13][CH:12]=1, predict the reaction product. (3) Given the reactants [Cl:1][C:2]1[CH:7]=[CH:6][C:5]([C:8](=[NH:20])[NH:9][C:10]2[CH:15]=[CH:14][C:13]([S:16]([CH3:19])(=[O:18])=[O:17])=[CH:12][CH:11]=2)=[CH:4][CH:3]=1.C(=O)(O)[O-].[Na+].Br[CH2:27][C:28](=[O:37])[CH2:29][S:30][C:31]1[CH:36]=[CH:35][CH:34]=[CH:33][CH:32]=1, predict the reaction product. The product is: [Cl:1][C:2]1[CH:3]=[CH:4][C:5]([C:8]2[N:9]([C:10]3[CH:15]=[CH:14][C:13]([S:16]([CH3:19])(=[O:17])=[O:18])=[CH:12][CH:11]=3)[CH2:27][C:28]([OH:37])([CH2:29][S:30][C:31]3[CH:36]=[CH:35][CH:34]=[CH:33][CH:32]=3)[N:20]=2)=[CH:6][CH:7]=1.